This data is from Reaction yield outcomes from USPTO patents with 853,638 reactions. The task is: Predict the reaction yield, written as a fraction of the theoretical maximum amount of product (1.0 means a 100% yield; for example, 0.34 means a 34% yield). (1) The reactants are [CH3:1][N:2]([CH3:23])[CH2:3][CH2:4][C:5]1[CH:22]=[CH:21][C:8]2[N:9](COC)[C:10](=[O:17])[C:11]3[CH2:12][CH2:13][CH2:14][NH:15][C:16]=3[C:7]=2[CH:6]=1.[ClH:24]. The catalyst is C(O)C. The product is [ClH:24].[ClH:24].[CH3:23][N:2]([CH3:1])[CH2:3][CH2:4][C:5]1[CH:22]=[CH:21][C:8]2[NH:9][C:10](=[O:17])[C:11]3[CH2:12][CH2:13][CH2:14][NH:15][C:16]=3[C:7]=2[CH:6]=1. The yield is 0.820. (2) The catalyst is CO. The product is [Cl:1][C:2]1[CH:7]=[CH:6][C:5](/[C:8](=[CH:16]/[C:15]2[CH:18]=[CH:19][CH:20]=[C:13]([Cl:12])[CH:14]=2)/[C:9]#[N:10])=[C:4]([F:11])[CH:3]=1. The yield is 0.840. The reactants are [Cl:1][C:2]1[CH:7]=[CH:6][C:5]([CH2:8][C:9]#[N:10])=[C:4]([F:11])[CH:3]=1.[Cl:12][C:13]1[CH:14]=[C:15]([CH:18]=[CH:19][CH:20]=1)[CH:16]=O.C[O-].[Na+].